This data is from Full USPTO retrosynthesis dataset with 1.9M reactions from patents (1976-2016). The task is: Predict the reactants needed to synthesize the given product. (1) Given the product [Cl:25][C:14]1[CH:15]=[CH:16][C:17]([CH2:19][C:20]([NH:21][CH2:22][CH3:23])=[O:24])=[CH:18][C:13]=1[CH2:12][NH:8][CH:9]1[CH2:10][CH2:11]1, predict the reactants needed to synthesize it. The reactants are: Cl.C(OC(=O)[N:8]([CH2:12][C:13]1[CH:18]=[C:17]([CH2:19][C:20](=[O:24])[NH:21][CH2:22][CH3:23])[CH:16]=[CH:15][C:14]=1[Cl:25])[CH:9]1[CH2:11][CH2:10]1)(C)(C)C.[OH-].[Na+]. (2) Given the product [O:23]1[C@@H:12]2[C@@:13]34[CH2:24][CH2:25][N:6]([CH2:3][CH3:4])[C@@H:7]([C@:8]3([O:27][CH2:28][CH2:29][CH2:30][C:31]3[CH:32]=[CH:33][CH:34]=[CH:35][CH:36]=3)[CH2:9][CH2:10][C:11]2=[O:26])[CH2:20][C:19]2=[C:14]4[C:15]1=[C:16]([O:21][CH3:22])[CH:17]=[CH:18]2, predict the reactants needed to synthesize it. The reactants are: ClO.[CH2:3]([N:6]1[CH2:25][CH2:24][C@:13]23[C:14]4[C:15]5[O:23][C@H:12]2[C:11](=[O:26])[CH2:10][CH2:9][C@@:8]3([O:27][CH2:28][CH2:29][CH2:30][C:31]2[CH:36]=[CH:35][CH:34]=[CH:33][CH:32]=2)[C@H:7]1[CH2:20][C:19]=4[CH:18]=[CH:17][C:16]=5[O:21][CH3:22])[CH:4]=C.C([O-])([O-])=O.[K+].[K+].C(I)C. (3) Given the product [CH2:1]([O:8][CH2:9][CH2:10][CH2:11][O:12][C:13]1[C:14]2[B:22]([OH:23])[O:26][CH:25]([CH2:28][N+:31]([O-:33])=[O:32])[C:15]=2[CH:18]=[CH:19][C:20]=1[F:21])[C:2]1[CH:3]=[CH:4][CH:5]=[CH:6][CH:7]=1, predict the reactants needed to synthesize it. The reactants are: [CH2:1]([O:8][CH2:9][CH2:10][CH2:11][O:12][C:13]1[C:14]([B:22]2[O:26][C:25]([CH3:28])(C)C(C)(C)[O:23]2)=[C:15]([CH:18]=[CH:19][C:20]=1[F:21])C=O)[C:2]1[CH:7]=[CH:6][CH:5]=[CH:4][CH:3]=1.[N+:31](C)([O-:33])=[O:32].[OH-].[Na+].C1COCC1. (4) Given the product [CH2:1]([NH:3][CH2:16][C:17]1[CH:22]=[C:21]([C:23]([O:25][CH2:26][CH3:27])=[O:24])[CH:20]=[CH:19][C:18]=1[C:28]1[CH:33]=[CH:32][CH:31]=[CH:30][CH:29]=1)[CH3:2], predict the reactants needed to synthesize it. The reactants are: [CH2:1]([N:3]([CH2:16][C:17]1[CH:22]=[C:21]([C:23]([O:25][CH2:26][CH3:27])=[O:24])[CH:20]=[CH:19][C:18]=1[C:28]1[CH:33]=[CH:32][CH:31]=[CH:30][CH:29]=1)S(C1C=CC=CC=1[N+]([O-])=O)(=O)=O)[CH3:2].C(O)(=O)CS. (5) Given the product [Cl:1][C:2]1[CH:3]=[C:4](/[CH:9]=[CH:10]/[C:11]([N:13]2[CH2:19][CH2:18][C:17](=[O:20])[N:16]([CH2:21][C@@H:22]([OH:23])[CH2:26][OH:25])[CH2:15][CH2:14]2)=[O:12])[CH:5]=[CH:6][C:7]=1[Cl:8], predict the reactants needed to synthesize it. The reactants are: [Cl:1][C:2]1[CH:3]=[C:4](/[CH:9]=[CH:10]/[C:11]([N:13]2[CH2:19][CH2:18][C:17](=[O:20])[N:16]([CH2:21][C@@H:22]3[CH2:26][O:25]C(C)(C)[O:23]3)[CH2:15][CH2:14]2)=[O:12])[CH:5]=[CH:6][C:7]=1[Cl:8].Cl. (6) Given the product [Cl:1][C:2]1[C:3]([CH2:8][C:9]([O:11][CH2:12][CH3:13])=[O:10])=[N:4][CH:5]=[CH:6][N:7]=1, predict the reactants needed to synthesize it. The reactants are: [Cl:1][C:2]1[C:3]([CH:8](C(OCC)=O)[C:9]([O:11][CH2:12][CH3:13])=[O:10])=[N:4][CH:5]=[CH:6][N:7]=1.CS(C)=O.[Cl-].[Na+].